Dataset: Blood-brain barrier permeability classification from the B3DB database. Task: Regression/Classification. Given a drug SMILES string, predict its absorption, distribution, metabolism, or excretion properties. Task type varies by dataset: regression for continuous measurements (e.g., permeability, clearance, half-life) or binary classification for categorical outcomes (e.g., BBB penetration, CYP inhibition). Dataset: b3db_classification. The drug is CC1(C)S[C@@H]2[C@H](NC(=O)C(N=Cc3ccco3)c3ccc(O)cc3)C(=O)N2[C@H]1C(=O)O. The result is 0 (does not penetrate BBB).